From a dataset of Peptide-MHC class I binding affinity with 185,985 pairs from IEDB/IMGT. Regression. Given a peptide amino acid sequence and an MHC pseudo amino acid sequence, predict their binding affinity value. This is MHC class I binding data. (1) The peptide sequence is GALQWDDNI. The MHC is HLA-A02:02 with pseudo-sequence HLA-A02:02. The binding affinity (normalized) is 0.0486. (2) The peptide sequence is TRAPAPFPL. The MHC is HLA-A02:12 with pseudo-sequence HLA-A02:12. The binding affinity (normalized) is 0.0847. (3) The peptide sequence is TIISLNKYY. The MHC is Mamu-A20102 with pseudo-sequence Mamu-A20102. The binding affinity (normalized) is 0.328. (4) The peptide sequence is VGNVYVKF. The MHC is Mamu-B01 with pseudo-sequence Mamu-B01. The binding affinity (normalized) is 0.0621. (5) The peptide sequence is VICSFLVFLV. The MHC is HLA-A02:03 with pseudo-sequence HLA-A02:03. The binding affinity (normalized) is 0.263. (6) The peptide sequence is RPPYSSYGY. The MHC is HLA-B44:03 with pseudo-sequence HLA-B44:03. The binding affinity (normalized) is 0.0847. (7) The peptide sequence is FHHYNNFYFY. The MHC is Mamu-B17 with pseudo-sequence Mamu-B17. The binding affinity (normalized) is 0.297.